From a dataset of Full USPTO retrosynthesis dataset with 1.9M reactions from patents (1976-2016). Predict the reactants needed to synthesize the given product. (1) The reactants are: [CH3:1][C:2]1([CH3:20])[N:12]2[C:13]3[C:8]([C:9](=[O:19])[C:10]([C:14]([O:16][CH2:17][CH3:18])=[O:15])=[CH:11]2)=[CH:7][CH:6]=[CH:5][C:4]=3[CH2:3]1.[Br:21]Br.O. Given the product [Br:21][C:6]1[CH:7]=[C:8]2[C:13]3=[C:4]([CH2:3][C:2]([CH3:1])([CH3:20])[N:12]3[CH:11]=[C:10]([C:14]([O:16][CH2:17][CH3:18])=[O:15])[C:9]2=[O:19])[CH:5]=1, predict the reactants needed to synthesize it. (2) Given the product [Cl:1][C:2]1[C:7]([Cl:8])=[CH:6][CH:5]=[CH:4][C:3]=1[C:9]([Cl:12])=[O:13], predict the reactants needed to synthesize it. The reactants are: [Cl:1][C:2]1[C:7]([Cl:8])=[CH:6][CH:5]=[CH:4][C:3]=1[C:9]([Cl:12])(Cl)Cl.[OH2:13]. (3) Given the product [CH3:25][O:24][C:13]1[CH:14]=[CH:15][C:16]([C:18]2[CH:19]=[N:20][CH:21]=[CH:22][CH:23]=2)=[CH:17][C:12]=1[CH2:11][C:10]([C:7]1[CH:6]=[CH:5][C:4]([C:3]([OH:27])=[O:2])=[CH:9][CH:8]=1)=[O:26], predict the reactants needed to synthesize it. The reactants are: C[O:2][C:3](=[O:27])[C:4]1[CH:9]=[CH:8][C:7]([C:10](=[O:26])[CH2:11][C:12]2[CH:17]=[C:16]([C:18]3[CH:19]=[N:20][CH:21]=[CH:22][CH:23]=3)[CH:15]=[CH:14][C:13]=2[O:24][CH3:25])=[CH:6][CH:5]=1.C1COCC1. (4) Given the product [F:1][C:2]1[C:3]2[N:11]=[CH:6][N:5]([CH3:14])[C:4]=2[CH:7]=[C:8]([F:10])[CH:9]=1, predict the reactants needed to synthesize it. The reactants are: [F:1][C:2]1[C:3]([N+:11]([O-])=O)=[C:4]([CH:7]=[C:8]([F:10])[CH:9]=1)[NH:5][CH3:6].[CH:14](O)=O. (5) Given the product [OH:8][CH2:9][CH:10]1[O:15][CH2:14][CH2:13][N:12]([CH2:16][CH2:17][CH2:18][O:19][C:20]2[CH:21]=[CH:22][C:23]3[C:24]4[N:25]([CH2:41][CH2:42][N:43]=4)[C:26]([NH:32][C:33](=[O:40])[C:34]4[CH:39]=[CH:38][CH:37]=[N:36][CH:35]=4)=[N:27][C:28]=3[C:29]=2[O:30][CH3:31])[CH2:11]1, predict the reactants needed to synthesize it. The reactants are: [Si]([O:8][CH2:9][CH:10]1[O:15][CH2:14][CH2:13][N:12]([CH2:16][CH2:17][CH2:18][O:19][C:20]2[CH:21]=[CH:22][C:23]3[C:24]4[N:25]([CH2:41][CH2:42][N:43]=4)[C:26]([NH:32][C:33](=[O:40])[C:34]4[CH:39]=[CH:38][CH:37]=[N:36][CH:35]=4)=[N:27][C:28]=3[C:29]=2[O:30][CH3:31])[CH2:11]1)(C(C)(C)C)(C)C.[F-].C([N+](CCCC)(CCCC)CCCC)CCC. (6) Given the product [CH3:2][O:3][C:4](=[O:16])[C@H:5]([CH2:7][C:8]1[CH:13]=[CH:12][C:11]([OH:14])=[C:10]([I:15])[CH:9]=1)[NH:6][C:28](=[O:29])[CH:26]([CH3:27])[NH:25][C:20]1[CH:21]=[CH:22][C:23]([Cl:24])=[C:18]([Cl:17])[CH:19]=1, predict the reactants needed to synthesize it. The reactants are: Cl.[CH3:2][O:3][C:4](=[O:16])[C@H:5]([CH2:7][C:8]1[CH:13]=[CH:12][C:11]([OH:14])=[C:10]([I:15])[CH:9]=1)[NH2:6].[Cl:17][C:18]1[CH:19]=[C:20]([NH:25][CH:26]([C:28](O)=[O:29])[CH3:27])[CH:21]=[CH:22][C:23]=1[Cl:24].N[C@H](C(O)=O)C. (7) Given the product [ClH:12].[Cl:25][C:22]1[CH:21]=[CH:20][C:19]([C:16]2[N:17]=[N:18][C:13]([N:9]3[CH2:8][CH2:7][N:6]([CH:1]4[CH2:2][CH2:3][CH2:4][CH2:5]4)[CH2:11][CH2:10]3)=[CH:14][C:15]=2[CH3:26])=[CH:24][CH:23]=1, predict the reactants needed to synthesize it. The reactants are: [CH:1]1([N:6]2[CH2:11][CH2:10][NH:9][CH2:8][CH2:7]2)[CH2:5][CH2:4][CH2:3][CH2:2]1.[Cl:12][C:13]1[N:18]=[N:17][C:16]([C:19]2[CH:24]=[CH:23][C:22]([Cl:25])=[CH:21][CH:20]=2)=[C:15]([CH3:26])[CH:14]=1.